This data is from Full USPTO retrosynthesis dataset with 1.9M reactions from patents (1976-2016). The task is: Predict the reactants needed to synthesize the given product. (1) Given the product [N:17]1[CH:22]=[CH:21][CH:20]=[C:19]([S:23]([NH:15][C:10]2[CH:11]=[CH:12][CH:13]=[CH:14][C:9]=2[CH2:8][NH:7][C:6](=[O:16])[O:5][C:1]([CH3:4])([CH3:2])[CH3:3])(=[O:25])=[O:24])[CH:18]=1, predict the reactants needed to synthesize it. The reactants are: [C:1]([O:5][C:6](=[O:16])[NH:7][CH2:8][C:9]1[CH:14]=[CH:13][CH:12]=[CH:11][C:10]=1[NH2:15])([CH3:4])([CH3:3])[CH3:2].[N:17]1[CH:22]=[CH:21][CH:20]=[C:19]([S:23](Cl)(=[O:25])=[O:24])[CH:18]=1. (2) Given the product [F:22][C:23]1[CH:30]=[CH:29][C:26]([CH2:27][NH:28][C:2]2[CH:3]=[C:4]3[C:9](=[CH:10][C:11]=2[N+:12]([O-:14])=[O:13])[NH:8][C:7](=[O:15])[N:6]([NH:16][S:17]([CH3:20])(=[O:19])=[O:18])[C:5]3=[O:21])=[CH:25][CH:24]=1, predict the reactants needed to synthesize it. The reactants are: F[C:2]1[CH:3]=[C:4]2[C:9](=[CH:10][C:11]=1[N+:12]([O-:14])=[O:13])[NH:8][C:7](=[O:15])[N:6]([NH:16][S:17]([CH3:20])(=[O:19])=[O:18])[C:5]2=[O:21].[F:22][C:23]1[CH:30]=[CH:29][C:26]([CH2:27][NH2:28])=[CH:25][CH:24]=1. (3) The reactants are: CC1(C)C(C)(C)OB([C:9]2[CH2:14][CH2:13][N:12]([C:15]([O:17][C:18]([CH3:21])([CH3:20])[CH3:19])=[O:16])[CH2:11][CH:10]=2)O1.Br[C:24]1[CH:29]=[CH:28][C:27]([F:30])=[C:26]([F:31])[C:25]=1[C:32]([F:35])([F:34])[F:33].C([O-])([O-])=O.[Na+].[Na+]. Given the product [F:31][C:26]1[C:25]([C:32]([F:35])([F:33])[F:34])=[C:24]([C:9]2[CH2:14][CH2:13][N:12]([C:15]([O:17][C:18]([CH3:19])([CH3:20])[CH3:21])=[O:16])[CH2:11][CH:10]=2)[CH:29]=[CH:28][C:27]=1[F:30], predict the reactants needed to synthesize it. (4) Given the product [CH2:12]([O:14][C:15](=[O:32])[C:16]([C:21]1[CH:26]=[CH:25][C:24]2[N:27]=[C:10]([NH:9][C:3]3[C:2]([Cl:1])=[CH:7][CH:6]=[CH:5][C:4]=3[Cl:8])[N:28]([CH3:29])[C:23]=2[C:22]=1[C:30]#[N:31])([CH3:20])[C:17](=[O:19])[CH3:18])[CH3:13], predict the reactants needed to synthesize it. The reactants are: [Cl:1][C:2]1[CH:7]=[CH:6][CH:5]=[C:4]([Cl:8])[C:3]=1[N:9]=[C:10]=S.[CH2:12]([O:14][C:15](=[O:32])[C:16]([C:21]1[CH:26]=[CH:25][C:24]([NH2:27])=[C:23]([NH:28][CH3:29])[C:22]=1[C:30]#[N:31])([CH3:20])[C:17](=[O:19])[CH3:18])[CH3:13]. (5) Given the product [Cl:7][C:8]1[C:13]([C:14]([NH2:18])=[O:15])=[CH:12][N:11]=[C:10]([Cl:17])[CH:9]=1, predict the reactants needed to synthesize it. The reactants are: C(Cl)(=O)C(Cl)=O.[Cl:7][C:8]1[C:13]([C:14](O)=[O:15])=[CH:12][N:11]=[C:10]([Cl:17])[CH:9]=1.[NH4+:18].[OH-].